This data is from Full USPTO retrosynthesis dataset with 1.9M reactions from patents (1976-2016). The task is: Predict the reactants needed to synthesize the given product. (1) Given the product [Cl:9][C:10]1[CH:11]=[C:12]([NH:16]/[C:17](/[S:18][CH3:4])=[N:1]/[C:2]#[N:3])[CH:13]=[CH:14][CH:15]=1, predict the reactants needed to synthesize it. The reactants are: [N:1]#[C:2][NH2:3].[CH3:4][O-].[Na+].CO.[Cl:9][C:10]1[CH:11]=[C:12]([N:16]=[C:17]=[S:18])[CH:13]=[CH:14][CH:15]=1.IC. (2) Given the product [Br:1][C:2]1[CH:7]=[CH:6][C:5]([C:8]([OH:13])=[O:10])=[CH:4][C:3]=1[F:9], predict the reactants needed to synthesize it. The reactants are: [Br:1][C:2]1[CH:7]=[CH:6][C:5]([CH3:8])=[CH:4][C:3]=1[F:9].[OH-:10].[Na+].[K].[OH2:13]. (3) The reactants are: Cl[C:2]1[N:7]=[C:6]([CH3:8])[N:5]=[C:4]([N:9]2[C:17]3[C:12](=[CH:13][C:14]([C:18]([NH:20][CH2:21][C:22]4[CH:27]=[CH:26][CH:25]=[CH:24][C:23]=4[O:28][C:29]([F:32])([F:31])[F:30])=[O:19])=[CH:15][CH:16]=3)[CH2:11][CH2:10]2)[N:3]=1.[OH-].[NH4+:34].C(O)(C(F)(F)F)=O. Given the product [NH2:34][C:2]1[N:7]=[C:6]([CH3:8])[N:5]=[C:4]([N:9]2[C:17]3[C:12](=[CH:13][C:14]([C:18]([NH:20][CH2:21][C:22]4[CH:27]=[CH:26][CH:25]=[CH:24][C:23]=4[O:28][C:29]([F:32])([F:31])[F:30])=[O:19])=[CH:15][CH:16]=3)[CH2:11][CH2:10]2)[N:3]=1, predict the reactants needed to synthesize it. (4) Given the product [CH3:21][C:20]1[N:22]=[C:23]([C:25]2[CH:26]=[CH:27][CH:28]=[C:29]3[C:34]=2[N:33]=[CH:32][CH:31]=[CH:30]3)[N:16]2[C:17]=1[CH:18]=[N:19][C:14]([NH:13][C:5]1[CH:4]=[C:3]([O:2][CH3:1])[C:8]([O:9][CH3:10])=[C:7]([O:11][CH3:12])[CH:6]=1)=[N:15]2, predict the reactants needed to synthesize it. The reactants are: [CH3:1][O:2][C:3]1[CH:4]=[C:5]([NH:13][C:14]2[N:15]=[N:16][C:17]([CH:20]([NH:22][C:23]([C:25]3[CH:26]=[CH:27][CH:28]=[C:29]4[C:34]=3[N:33]=[CH:32][CH:31]=[CH:30]4)=O)[CH3:21])=[CH:18][N:19]=2)[CH:6]=[C:7]([O:11][CH3:12])[C:8]=1[O:9][CH3:10].P(Cl)(Cl)(Cl)=O. (5) Given the product [F:12][C:13]1[CH:14]=[C:15]([CH:18]=[C:19]([F:22])[C:20]=1[O:9][C:7]1[CH:6]=[CH:5][N:4]=[C:3]([C:2]([F:1])([F:10])[F:11])[CH:8]=1)[CH:16]=[O:17], predict the reactants needed to synthesize it. The reactants are: [F:1][C:2]([F:11])([F:10])[C:3]1[CH:8]=[C:7]([OH:9])[CH:6]=[CH:5][N:4]=1.[F:12][C:13]1[CH:14]=[C:15]([CH:18]=[C:19]([F:22])[C:20]=1F)[CH:16]=[O:17].